This data is from Forward reaction prediction with 1.9M reactions from USPTO patents (1976-2016). The task is: Predict the product of the given reaction. (1) Given the reactants [Cl:1][C:2]1[CH:7]=[C:6]([Cl:8])[CH:5]=[C:4]([Cl:9])[C:3]=1[C:10]1[CH:15]=[CH:14][CH:13]=[CH:12][C:11]=1COC[C:11]1[CH:12]=[CH:13][CH:14]=[CH:15][C:10]=1[C:3]1[C:2]([Cl:1])=[CH:7][C:6]([Cl:8])=[CH:5][C:4]=1[Cl:9].B(Br)(Br)Br.FC1C=CC=C(F)C=1C1C([OH:52])=CC=CC=1, predict the reaction product. The product is: [Cl:1][C:2]1[CH:7]=[C:6]([Cl:8])[CH:5]=[C:4]([Cl:9])[C:3]=1[C:10]1[C:11]([OH:52])=[CH:12][CH:13]=[CH:14][CH:15]=1. (2) Given the reactants [C:1]([S:9][C:10]([CH3:13])([CH3:12])[CH3:11])(=O)[C:2]1[CH:7]=[CH:6][CH:5]=[CH:4][CH:3]=1.COC1C=CC(P2(SP(C3C=CC(OC)=CC=3)(=S)S2)=[S:23])=CC=1, predict the reaction product. The product is: [C:1]([S:9][C:10]([CH3:13])([CH3:12])[CH3:11])(=[S:23])[C:2]1[CH:7]=[CH:6][CH:5]=[CH:4][CH:3]=1. (3) Given the reactants [OH-].[K+].[NH:3]1[C:11]2[C:6](=[CH:7][CH:8]=[CH:9][CH:10]=2)[CH:5]=[CH:4]1.Cl.[NH:13]1[CH2:18][CH2:17][C:16](=O)[CH2:15][CH2:14]1.O, predict the reaction product. The product is: [NH:13]1[CH2:14][CH:15]=[C:16]([C:5]2[C:6]3[C:11](=[CH:10][CH:9]=[CH:8][CH:7]=3)[NH:3][CH:4]=2)[CH2:17][CH2:18]1. (4) Given the reactants [N+:1]([C:4]1[CH:9]=[CH:8][CH:7]=[CH:6][C:5]=1[S:10](Cl)(=[O:12])=[O:11])([O-:3])=[O:2].[NH:14]1[CH2:21][CH2:20][CH2:19][C@H:15]1[C:16]([OH:18])=[O:17].[OH-].[Na+].C(=O)([O-])[O-].[Na+].[Na+], predict the reaction product. The product is: [N+:1]([C:4]1[CH:9]=[CH:8][CH:7]=[CH:6][C:5]=1[S:10]([N:14]1[CH2:21][CH2:20][CH2:19][C@H:15]1[C:16]([OH:18])=[O:17])(=[O:12])=[O:11])([O-:3])=[O:2]. (5) Given the reactants C(OC([NH:8][N:9]([C:17]1[C:18]([CH3:34])=[N:19][N:20]2[C:24]([C:25]3[CH:30]=[CH:29][C:28]([Cl:31])=[CH:27][C:26]=3[Cl:32])=[C:23]([CH3:33])[O:22][C:21]=12)[C:10](OC(C)(C)C)=O)=O)(C)(C)C.[C:35]([CH2:38]C(=O)C)(=O)[CH3:36].[CH3:42]C(O)=O, predict the reaction product. The product is: [Cl:32][C:26]1[CH:27]=[C:28]([Cl:31])[CH:29]=[CH:30][C:25]=1[C:24]1[N:20]2[N:19]=[C:18]([CH3:34])[C:17]([N:9]3[C:10]([CH3:42])=[CH:36][C:35]([CH3:38])=[N:8]3)=[C:21]2[O:22][C:23]=1[CH3:33]. (6) Given the reactants C(N(C(C)C)CC)(C)C.[Cl:10][C:11]1[C:12]([O:21][C:22]2[CH:23]=[N:24][C:25]([O:29][C@@H:30]([CH3:35])[C:31]([F:34])([F:33])[F:32])=[C:26]([Cl:28])[CH:27]=2)=[CH:13][C:14]([F:20])=[C:15]([CH:19]=1)[C:16](O)=[O:17].F[P-](F)(F)(F)(F)F.N1(OC(N(C)C)=[N+](C)C)C2N=CC=CC=2N=N1.[CH3:60][S:61]([NH2:64])(=[O:63])=[O:62], predict the reaction product. The product is: [Cl:10][C:11]1[C:12]([O:21][C:22]2[CH:23]=[N:24][C:25]([O:29][C@@H:30]([CH3:35])[C:31]([F:34])([F:33])[F:32])=[C:26]([Cl:28])[CH:27]=2)=[CH:13][C:14]([F:20])=[C:15]([CH:19]=1)[C:16]([NH:64][S:61]([CH3:60])(=[O:63])=[O:62])=[O:17]. (7) Given the reactants [NH:1]1[C:9]2[C:4](=[CH:5][CH:6]=[CH:7][CH:8]=2)[C:3]([C@H:10]([CH3:31])[C@@H:11]([NH:16][C:17]([N:19]2[CH2:24][CH2:23][CH:22]([C:25]3[CH:30]=[CH:29][CH:28]=[CH:27][CH:26]=3)[CH2:21][CH2:20]2)=[O:18])[C:12]([O:14]C)=[O:13])=[CH:2]1.[OH-].[Na+].Cl, predict the reaction product. The product is: [NH:1]1[C:9]2[C:4](=[CH:5][CH:6]=[CH:7][CH:8]=2)[C:3]([C@H:10]([CH3:31])[C@@H:11]([NH:16][C:17]([N:19]2[CH2:20][CH2:21][CH:22]([C:25]3[CH:30]=[CH:29][CH:28]=[CH:27][CH:26]=3)[CH2:23][CH2:24]2)=[O:18])[C:12]([OH:14])=[O:13])=[CH:2]1. (8) Given the reactants [CH2:1]([O:8][C:9]([NH:11][C@H:12]([C:15]([O:17][CH3:18])=[O:16])[CH2:13]I)=[O:10])[C:2]1[CH:7]=[CH:6][CH:5]=[CH:4][CH:3]=1.BrCCBr.Cl[Si](C)(C)C.[C:28](Cl)(=[O:30])[CH3:29], predict the reaction product. The product is: [CH2:1]([O:8][C:9]([NH:11][C@H:12]([C:15]([O:17][CH3:18])=[O:16])[CH2:13][C:28](=[O:30])[CH3:29])=[O:10])[C:2]1[CH:7]=[CH:6][CH:5]=[CH:4][CH:3]=1.